Task: Predict the reactants needed to synthesize the given product.. Dataset: Full USPTO retrosynthesis dataset with 1.9M reactions from patents (1976-2016) (1) Given the product [Cl:23][C:24]1[CH:25]=[C:26]([S:31]([NH:34][C:35]2[N:36]=[N:37][C:38]([Cl:43])=[CH:39][C:40]=2[OH:41])(=[O:32])=[O:33])[CH:27]=[CH:28][C:29]=1[F:30], predict the reactants needed to synthesize it. The reactants are: ClC1N=NC(NS(CC2C=C(C#N)C=CC=2Cl)(=O)=O)=C(O)C=1.[Cl:23][C:24]1[CH:25]=[C:26]([S:31]([NH:34][C:35]2[N:36]=[N:37][C:38]([Cl:43])=[CH:39][C:40]=2[O:41]C)(=[O:33])=[O:32])[CH:27]=[CH:28][C:29]=1[F:30].ClC1N=NC(NS(CC2C=C(C#N)C=CC=2Cl)(=O)=O)=C(OC)C=1. (2) Given the product [Cl:14][C:15]1[CH:20]=[C:19]([F:21])[CH:18]=[CH:17][C:16]=1[S:22]([NH:1][C@@H:2]([CH2:3][OH:4])[CH:5]=[CH2:6])(=[O:24])=[O:23], predict the reactants needed to synthesize it. The reactants are: [NH2:1][C@H:2]([CH:5]=[CH2:6])[CH2:3][OH:4].CCN(CC)CC.[Cl:14][C:15]1[CH:20]=[C:19]([F:21])[CH:18]=[CH:17][C:16]=1[S:22](Cl)(=[O:24])=[O:23]. (3) Given the product [I:1][C:2]1[CH:3]=[C:4]([C:5]2[N:10]=[N:11][NH:12][N:6]=2)[CH:7]=[CH:8][CH:9]=1, predict the reactants needed to synthesize it. The reactants are: [I:1][C:2]1[CH:3]=[C:4]([CH:7]=[CH:8][CH:9]=1)[C:5]#[N:6].[NH:10]1C=N[N:12]=[N:11]1.